The task is: Predict which catalyst facilitates the given reaction.. This data is from Catalyst prediction with 721,799 reactions and 888 catalyst types from USPTO. (1) Reactant: [Cl:1][C:2]1[N:7]=[CH:6][C:5]([S:8]([C:11]2[S:15][C:14]([CH2:16][N:17](C)[C:18](=O)OC(C)(C)C)=[N:13][C:12]=2[C:26]2[CH:31]=[CH:30][CH:29]=[CH:28][C:27]=2[F:32])(=[O:10])=[O:9])=[CH:4][CH:3]=1.C(OCC)(=O)C.C(OCC)(=O)C.Cl. Product: [ClH:1].[Cl:1][C:2]1[N:7]=[CH:6][C:5]([S:8]([C:11]2[S:15][C:14]([CH2:16][NH:17][CH3:18])=[N:13][C:12]=2[C:26]2[CH:31]=[CH:30][CH:29]=[CH:28][C:27]=2[F:32])(=[O:9])=[O:10])=[CH:4][CH:3]=1. The catalyst class is: 8. (2) Reactant: C(OCCC(=O)C[CH:13]1[CH:22]([S:23]([C:26]2[CH:31]=[CH:30][C:29]([Cl:32])=[CH:28][CH:27]=2)(=[O:25])=[O:24])[C:21]2[C:16](=[C:17]([F:34])[CH:18]=[CH:19][C:20]=2[F:33])[O:15][CH2:14]1)C1C=CC=CC=1.[CH2:36](O)[CH2:37][OH:38].[C:40]1([CH3:50])[C:41](S(O)(=O)=O)=[CH:42][CH:43]=[CH:44][CH:45]=1.O.[C:52]([O:55][CH2:56][CH3:57])(=[O:54])[CH3:53]. Product: [CH2:50]([O:38][CH2:37][CH2:36][C:14]1([CH2:53][CH:52]2[O:54][CH2:57][CH2:56][O:55]2)[CH2:13][CH:22]([S:23]([C:26]2[CH:27]=[CH:28][C:29]([Cl:32])=[CH:30][CH:31]=2)(=[O:25])=[O:24])[C:21]2[C:16](=[C:17]([F:34])[CH:18]=[CH:19][C:20]=2[F:33])[O:15]1)[C:40]1[CH:41]=[CH:42][CH:43]=[CH:44][CH:45]=1. The catalyst class is: 11. (3) Reactant: Br[C:2]1[CH:3]=[C:4]([CH:18]=[CH:19][CH:20]=1)[C:5]([N:7]([CH2:9][C:10]1[CH:15]=[CH:14][CH:13]=[C:12]([O:16][CH3:17])[CH:11]=1)[CH3:8])=[O:6].[CH3:21][O:22][C:23]1[CH:24]=[C:25](B(O)O)[CH:26]=[CH:27][CH:28]=1. Product: [CH3:21][O:22][C:23]1[CH:28]=[C:27]([C:2]2[CH:20]=[CH:19][CH:18]=[C:4]([C:5]([N:7]([CH2:9][C:10]3[CH:15]=[CH:14][CH:13]=[C:12]([O:16][CH3:17])[CH:11]=3)[CH3:8])=[O:6])[CH:3]=2)[CH:26]=[CH:25][CH:24]=1. The catalyst class is: 492. (4) Reactant: [CH:1]1([N:6]2[C:15]3[N:14]=[C:13]([C:16]4[CH:21]=[CH:20][N:19]=[C:18](F)[CH:17]=4)[N:12]=[CH:11][C:10]=3[N:9]3[CH:23]=[N:24][N:25]=[C:8]3[C@H:7]2[CH2:26][CH3:27])[CH2:5][CH2:4][CH2:3][CH2:2]1.[CH3:28][NH2:29]. Product: [CH:1]1([N:6]2[C:15]3[N:14]=[C:13]([C:16]4[CH:21]=[CH:20][N:19]=[C:18]([NH:29][CH3:28])[CH:17]=4)[N:12]=[CH:11][C:10]=3[N:9]3[CH:23]=[N:24][N:25]=[C:8]3[C@H:7]2[CH2:26][CH3:27])[CH2:5][CH2:4][CH2:3][CH2:2]1. The catalyst class is: 424.